From a dataset of Reaction yield outcomes from USPTO patents with 853,638 reactions. Predict the reaction yield, written as a fraction of the theoretical maximum amount of product (1.0 means a 100% yield; for example, 0.34 means a 34% yield). (1) The reactants are [NH2:1][C:2]1[CH:10]=[CH:9][CH:8]=[C:4]([C:5]([OH:7])=O)[C:3]=1[C:11]([OH:13])=[O:12].[C:14](OC(=O)C)(=[O:16])[CH3:15]. No catalyst specified. The product is [C:14]([NH:1][C:2]1[CH:10]=[CH:9][CH:8]=[C:4]2[C:5]([O:13][C:11](=[O:12])[C:3]=12)=[O:7])(=[O:16])[CH3:15]. The yield is 0.610. (2) The product is [CH2:37]([O:36][CH:34]1[CH:33]([NH:45][C:46]([CH:8]2[CH2:12][CH2:11][CH2:10][N:9]2[C:13](=[O:29])[CH:14]([NH:16][C:17](=[O:28])[C:18]2[CH:19]=[C:20]([CH3:27])[C:21]([O:25][CH3:26])=[C:22]([CH3:24])[CH:23]=2)[CH3:15])=[O:47])[CH2:32][C:31](=[O:30])[O:35]1)[CH3:38]. No catalyst specified. The reactants are C(OC([CH:8]1[CH2:12][CH2:11][CH2:10][N:9]1[C:13](=[O:29])[CH:14]([NH:16][C:17](=[O:28])[C:18]1[CH:23]=[C:22]([CH3:24])[C:21]([O:25][CH3:26])=[C:20]([CH3:27])[CH:19]=1)[CH3:15])=O)(C)(C)C.[O:30]=[C:31]1[O:35][CH:34]([O:36][CH2:37][CH2:38]C2C=CC=CC=2)[CH:33]([NH:45][C:46](C2CCCN2C(=O)C(NC(=O)C2C=CC(N)=C(Cl)C=2)C)=[O:47])[CH2:32]1. The yield is 0.810.